Dataset: Reaction yield outcomes from USPTO patents with 853,638 reactions. Task: Predict the reaction yield, written as a fraction of the theoretical maximum amount of product (1.0 means a 100% yield; for example, 0.34 means a 34% yield). (1) The reactants are [N:1]1[CH:6]=[CH:5][CH:4]=[CH:3][C:2]=1[C:7]([NH:9][C:10]1[C:11]([C:21]([OH:23])=O)=[N:12][N:13]([CH:15]2[CH2:20][CH2:19][CH2:18][CH2:17][O:16]2)[CH:14]=1)=[O:8].[NH2:24][CH2:25][CH2:26][C:27]([CH3:30])([OH:29])[CH3:28].CCN=C=NCCCN(C)C.C1C=CC2N(O)N=NC=2C=1.C(=O)([O-])O.[Na+]. The catalyst is CN(C=O)C. The product is [OH:29][C:27]([CH3:30])([CH3:28])[CH2:26][CH2:25][NH:24][C:21]([C:11]1[C:10]([NH:9][C:7]([C:2]2[CH:3]=[CH:4][CH:5]=[CH:6][N:1]=2)=[O:8])=[CH:14][N:13]([CH:15]2[CH2:20][CH2:19][CH2:18][CH2:17][O:16]2)[N:12]=1)=[O:23]. The yield is 0.810. (2) The reactants are Br[C:2]1[CH:3]=[C:4]([NH:10][C:11]2[CH:23]=[C:14]3[CH2:15][N:16]([CH:19]4[CH2:22][O:21][CH2:20]4)[CH2:17][CH2:18][N:13]3[N:12]=2)[C:5](=[O:9])[N:6]([CH3:8])[CH:7]=1.[C:24]([O:27][CH2:28][C:29]1[C:34](B2OC(C)(C)C(C)(C)O2)=[CH:33][C:32](F)=[CH:31][C:30]=1[N:45]1[CH2:56][CH2:55][C:54]2[C:53]3[CH2:52][C:51]([CH3:58])([CH3:57])[CH2:50][C:49]=3[S:48][C:47]=2[C:46]1=[O:59])(=[O:26])[CH3:25].CC([O-])=O.[Na+]. The catalyst is CC#N.C1C=CC(P(C2C=CC=CC=2)[C-]2C=CC=C2)=CC=1.C1C=CC(P(C2C=CC=CC=2)[C-]2C=CC=C2)=CC=1.Cl[Pd]Cl.[Fe+2]. The product is [C:24]([O:27][CH2:28][C:29]1[C:34]([C:2]2[CH:3]=[C:4]([NH:10][C:11]3[CH:23]=[C:14]4[CH2:15][N:16]([CH:19]5[CH2:22][O:21][CH2:20]5)[CH2:17][CH2:18][N:13]4[N:12]=3)[C:5](=[O:9])[N:6]([CH3:8])[CH:7]=2)=[CH:33][CH:32]=[CH:31][C:30]=1[N:45]1[CH2:56][CH2:55][C:54]2[C:53]3[CH2:52][C:51]([CH3:58])([CH3:57])[CH2:50][C:49]=3[S:48][C:47]=2[C:46]1=[O:59])(=[O:26])[CH3:25]. The yield is 0.610.